Predict the reaction yield, written as a fraction of the theoretical maximum amount of product (1.0 means a 100% yield; for example, 0.34 means a 34% yield). From a dataset of Reaction yield outcomes from USPTO patents with 853,638 reactions. The reactants are [NH2:1][CH2:2][C:3]([OH:5])=[O:4].[S:6](Cl)([C:9]1[CH:15]=[CH:14][C:12]([CH3:13])=[CH:11][CH:10]=1)(=[O:8])=[O:7]. The catalyst is [OH-].[Na+].C(OCC)C. The product is [CH3:13][C:12]1[CH:14]=[CH:15][C:9]([S:6]([NH:1][CH2:2][C:3]([OH:5])=[O:4])(=[O:8])=[O:7])=[CH:10][CH:11]=1. The yield is 0.210.